From a dataset of NCI-60 drug combinations with 297,098 pairs across 59 cell lines. Regression. Given two drug SMILES strings and cell line genomic features, predict the synergy score measuring deviation from expected non-interaction effect. Drug 1: COCCOC1=C(C=C2C(=C1)C(=NC=N2)NC3=CC=CC(=C3)C#C)OCCOC.Cl. Drug 2: N.N.Cl[Pt+2]Cl. Cell line: NCI-H226. Synergy scores: CSS=11.8, Synergy_ZIP=-4.29, Synergy_Bliss=-2.58, Synergy_Loewe=-2.44, Synergy_HSA=-1.76.